From a dataset of Forward reaction prediction with 1.9M reactions from USPTO patents (1976-2016). Predict the product of the given reaction. (1) The product is: [CH3:12][O:13][C:14](=[O:15])[CH2:16][CH2:17][C:18]12[CH2:23][CH2:22][C:1]([C:2]([Cl:4])=[O:3])([CH2:24][CH2:25]1)[CH2:20][CH2:19]2. Given the reactants [C:1](Cl)(=O)[C:2]([Cl:4])=[O:3].CN(C=O)C.[CH3:12][O:13][C:14]([CH2:16][CH2:17][C:18]12[CH2:25][CH2:24]C(C(O)=O)([CH2:22][CH2:23]1)[CH2:20][CH2:19]2)=[O:15], predict the reaction product. (2) Given the reactants C(C1C=C2C(CC(=O)N2)=CC=1)#N.[Cl:13]C1C=C(C=CC=1)C=O.N1CCCCC1.C([C:30]1[CH:38]=[C:37]2[C:33](/[C:34](=[CH:40]/[C:41]3[CH:46]=[CH:45][CH:44]=[C:43]([Cl:47])[CH:42]=3)/[C:35](=[O:39])[NH:36]2)=[CH:32][CH:31]=1)#N, predict the reaction product. The product is: [Cl:13][C:30]1[CH:38]=[C:37]2[C:33](/[C:34](=[CH:40]/[C:41]3[CH:46]=[CH:45][CH:44]=[C:43]([Cl:47])[CH:42]=3)/[C:35](=[O:39])[NH:36]2)=[CH:32][CH:31]=1. (3) Given the reactants Br[C:2]1[CH:3]=[C:4]2[C:9](=[CH:10][CH:11]=1)[C:8]([Cl:12])=[C:7]([OH:13])[CH:6]=[CH:5]2.[CH2:14]([C:19]1[CH:24]=[CH:23][C:22](OB(O)O)=[CH:21][CH:20]=1)[CH2:15][CH2:16][CH2:17][CH3:18].C(=O)([O-])[O-].[Na+].[Na+].C1(C)C=CC=CC=1.C(O)C.O, predict the reaction product. The product is: [CH2:14]([C:19]1[CH:20]=[CH:21][C:22]([C:2]2[CH:3]=[C:4]3[C:9](=[CH:10][CH:11]=2)[C:8]([Cl:12])=[C:7]([OH:13])[CH:6]=[CH:5]3)=[CH:23][CH:24]=1)[CH2:15][CH2:16][CH2:17][CH3:18]. (4) The product is: [CH3:1][O:2][C:3](=[O:23])[C:4]1[CH:9]=[CH:8][C:7]([CH2:10][N:11]2[CH:20]=[CH:19][C:18]3[C:13](=[N:14][C:15]([C:32]#[C:31][CH2:30][C:24]4[CH:29]=[CH:28][CH:27]=[CH:26][CH:25]=4)=[CH:16][CH:17]=3)[C:12]2=[O:22])=[CH:6][CH:5]=1. Given the reactants [CH3:1][O:2][C:3](=[O:23])[C:4]1[CH:9]=[CH:8][C:7]([CH2:10][N:11]2[CH:20]=[CH:19][C:18]3[C:13](=[N:14][C:15](Br)=[CH:16][CH:17]=3)[C:12]2=[O:22])=[CH:6][CH:5]=1.[C:24]1([CH2:30][C:31]#[CH:32])[CH:29]=[CH:28][CH:27]=[CH:26][CH:25]=1.C(N(CC)CC)C, predict the reaction product.